Dataset: HIV replication inhibition screening data with 41,000+ compounds from the AIDS Antiviral Screen. Task: Binary Classification. Given a drug SMILES string, predict its activity (active/inactive) in a high-throughput screening assay against a specified biological target. (1) The drug is Oc1cc2[nH]cnc2c(O)n1. The result is 0 (inactive). (2) The molecule is COc1ccc(C=Cc2n[nH]c(=S)[nH]2)cc1. The result is 0 (inactive). (3) The result is 0 (inactive). The molecule is COC(=N)NP(=O)(Oc1ccccc1)Oc1ccccc1. (4) The drug is CCCCOP(=O)(OCCCC)N1CCCC1C(=O)O. The result is 0 (inactive). (5) The molecule is CC(=Nc1cccc(Cl)c1)c1ccncc1. The result is 0 (inactive). (6) The compound is COc1ccc(OC)c(C[P+](c2ccccc2)(c2ccccc2)c2ccccc2)c1.[Cl-]. The result is 0 (inactive). (7) The molecule is COc1cc(OC)c(CSCC(NC(=O)OCC2c3ccccc3-c3ccccc32)C(=O)O)c(OC)c1. The result is 0 (inactive).